From a dataset of Forward reaction prediction with 1.9M reactions from USPTO patents (1976-2016). Predict the product of the given reaction. (1) Given the reactants [CH:1]1[C:14]2[C:5](=[N:6][CH:7]=[C:8]3[C:13]=2[CH:12]=[CH:11][CH:10]=[CH:9]3)[CH:4]=[CH:3][CH:2]=1.[C:15](Cl)(=[O:17])[CH3:16].C[Si](C)(C)[O:21][CH:22]1[CH2:27][CH2:26][CH2:25][CH2:24][CH2:23]1, predict the reaction product. The product is: [C:15]([N:6]1[CH:7]([CH:23]2[CH2:24][CH2:25][CH2:26][CH2:27][C:22]2=[O:21])[C:8]2[C:13](=[CH:12][CH:11]=[CH:10][CH:9]=2)[C:14]2[CH:1]=[CH:2][CH:3]=[CH:4][C:5]1=2)(=[O:17])[CH3:16]. (2) The product is: [C:22]([O:25][CH2:26][C:27]1[C:28]([N:42]2[N:51]=[CH:50][C:49]3[C:44](=[C:45]([F:56])[CH:46]=[C:47]([C:52]([CH3:54])([CH3:53])[CH3:55])[CH:48]=3)[C:43]2=[O:57])=[N:29][CH:30]=[CH:31][C:32]=1[C:2]1[CH:3]=[C:4]([NH:10][C:11]2[CH:21]=[C:14]3[CH2:15][O:16][C:17]([CH3:20])([CH3:19])[CH2:18][N:13]3[N:12]=2)[C:5](=[O:9])[N:6]([CH3:8])[CH:7]=1)(=[O:24])[CH3:23]. Given the reactants Br[C:2]1[CH:3]=[C:4]([NH:10][C:11]2[CH:21]=[C:14]3[CH2:15][O:16][C:17]([CH3:20])([CH3:19])[CH2:18][N:13]3[N:12]=2)[C:5](=[O:9])[N:6]([CH3:8])[CH:7]=1.[C:22]([O:25][CH2:26][C:27]1[C:28]([N:42]2[N:51]=[CH:50][C:49]3[C:44](=[C:45]([F:56])[CH:46]=[C:47]([C:52]([CH3:55])([CH3:54])[CH3:53])[CH:48]=3)[C:43]2=[O:57])=[N:29][CH:30]=[CH:31][C:32]=1B1OC(C)(C)C(C)(C)O1)(=[O:24])[CH3:23].C([O-])(=O)C.[Na+].[O-]P([O-])([O-])=O.[K+].[K+].[K+], predict the reaction product. (3) Given the reactants Br[C:2]1[CH:3]=[C:4]([N:8]2[C:16]3[CH:15]=[CH:14][C:13]([CH3:17])=[CH:12][C:11]=3[C:10]3[CH2:18][N:19]([CH3:22])[CH2:20][CH2:21][C:9]2=3)[CH:5]=[CH:6][CH:7]=1.[CH3:23][C:24]1[CH:29]=[CH:28][C:27](B2OC(C)(C)C(C)(C)O2)=[CH:26][N:25]=1.C([O-])([O-])=O.[K+].[K+], predict the reaction product. The product is: [CH3:22][N:19]1[CH2:20][CH2:21][C:9]2[N:8]([C:4]3[CH:5]=[CH:6][CH:7]=[C:2]([C:27]4[CH:26]=[N:25][C:24]([CH3:23])=[CH:29][CH:28]=4)[CH:3]=3)[C:16]3[CH:15]=[CH:14][C:13]([CH3:17])=[CH:12][C:11]=3[C:10]=2[CH2:18]1. (4) Given the reactants [CH3:1][O:2][C:3]1[CH:8]=[CH:7][C:6]([O:9][CH3:10])=[CH:5][C:4]=1[CH:11]([NH:15][C:16]1[CH:21]=[CH:20][C:19](/[C:22](=[N:25]/[H])/[NH:23]O)=[CH:18][CH:17]=1)[C:12]([OH:14])=[O:13].O, predict the reaction product. The product is: [C:22]([C:19]1[CH:18]=[CH:17][C:16]([NH:15][CH:11]([C:4]2[CH:5]=[C:6]([O:9][CH3:10])[CH:7]=[CH:8][C:3]=2[O:2][CH3:1])[C:12]([OH:14])=[O:13])=[CH:21][CH:20]=1)(=[NH:23])[NH2:25]. (5) The product is: [CH3:17][C:7]1[C:6]2[CH:5]=[C:4]([C:18]#[N:19])[CH:3]=[C:2]([C:23]3[CH:22]=[C:21]([F:20])[C:26]([F:27])=[C:25]([F:28])[CH:24]=3)[C:10]=2[N:9]2[CH2:11][CH2:12][CH2:13][NH:14][C:15](=[O:16])[C:8]=12. Given the reactants Br[C:2]1[C:10]2[N:9]3[CH2:11][CH2:12][CH2:13][NH:14][C:15](=[O:16])[C:8]3=[C:7]([CH3:17])[C:6]=2[CH:5]=[C:4]([C:18]#[N:19])[CH:3]=1.[F:20][C:21]1[CH:22]=[C:23](B(O)O)[CH:24]=[C:25]([F:28])[C:26]=1[F:27], predict the reaction product. (6) Given the reactants [I:1][C:2]1[CH:10]=[CH:9][C:5]([C:6](Cl)=[O:7])=[CH:4][CH:3]=1.[OH-].[NH4+:12].O, predict the reaction product. The product is: [I:1][C:2]1[CH:10]=[CH:9][C:5]([C:6]([NH2:12])=[O:7])=[CH:4][CH:3]=1. (7) Given the reactants [Cl:1][C:2]1[CH:3]=[C:4]2[C:8](=[CH:9][CH:10]=1)[NH:7][C:6]([C:11]([N:13]1[CH2:18][CH2:17][NH:16][CH:15]([CH3:19])[CH2:14]1)=[O:12])=[CH:5]2.[CH2:20]=O.[Na], predict the reaction product. The product is: [Cl:1][C:2]1[CH:3]=[C:4]2[C:8](=[CH:9][CH:10]=1)[NH:7][C:6]([C:11]([N:13]1[CH2:18][CH2:17][N:16]([CH3:20])[CH:15]([CH3:19])[CH2:14]1)=[O:12])=[CH:5]2. (8) Given the reactants [CH3:1][O:2][C:3]1[CH:4]=[C:5]2[C:14](=[CH:15][CH:16]=1)[N:13]=[CH:12][C:11]1[O:10][CH2:9][CH:8]([CH2:17][N:18]3[CH2:23][CH2:22][CH:21]([NH2:24])[CH2:20][CH2:19]3)[CH2:7][C:6]2=1.[O:25]=[C:26]1[NH:31][C:30]2[CH:32]=[C:33]([CH:36]=O)[CH:34]=[CH:35][C:29]=2[S:28][CH2:27]1, predict the reaction product. The product is: [CH3:1][O:2][C:3]1[CH:4]=[C:5]2[C:14](=[CH:15][CH:16]=1)[N:13]=[CH:12][C:11]1[O:10][CH2:9][CH:8]([CH2:17][N:18]3[CH2:23][CH2:22][CH:21]([NH:24][CH2:36][C:33]4[CH:34]=[CH:35][C:29]5[S:28][CH2:27][C:26](=[O:25])[NH:31][C:30]=5[CH:32]=4)[CH2:20][CH2:19]3)[CH2:7][C:6]2=1. (9) Given the reactants Cl.[CH3:2][C:3]1[CH:4]=[C:5]2[C:10](=[C:11]([N:13]3[CH2:18][CH2:17][N:16]([CH3:19])[CH2:15][CH2:14]3)[CH:12]=1)[O:9][C:8]([C:20]([OH:22])=O)=[CH:7][C:6]2=[O:23].[N:24]1([C:30]2[CH:35]=[CH:34][C:33]([NH2:36])=[CH:32][CH:31]=2)[CH2:29][CH2:28][O:27][CH2:26][CH2:25]1, predict the reaction product. The product is: [N:24]1([C:30]2[CH:31]=[CH:32][C:33]([NH:36][C:20]([C:8]3[O:9][C:10]4[C:5]([C:6](=[O:23])[CH:7]=3)=[CH:4][C:3]([CH3:2])=[CH:12][C:11]=4[N:13]3[CH2:18][CH2:17][N:16]([CH3:19])[CH2:15][CH2:14]3)=[O:22])=[CH:34][CH:35]=2)[CH2:25][CH2:26][O:27][CH2:28][CH2:29]1.